This data is from Catalyst prediction with 721,799 reactions and 888 catalyst types from USPTO. The task is: Predict which catalyst facilitates the given reaction. (1) Reactant: [NH2:1][C:2]1[C:3]2[C:11](=[O:12])[CH:10]=[CH:9][NH:8][C:4]=2[N:5]=[CH:6][N:7]=1.C([O-])([O-])=O.[Cs+].[Cs+].[Cl:19][C:20]1[CH:29]=[CH:28][CH:27]=[C:26]2[C:21]=1[C:22](=[O:40])[N:23]([C:32]1[CH:37]=[CH:36][CH:35]=[CH:34][C:33]=1[O:38][CH3:39])[C:24]([CH2:30]Cl)=[N:25]2. Product: [NH2:1][C:2]1[C:3]2[C:11](=[O:12])[CH:10]=[CH:9][N:8]([CH2:30][C:24]3[N:23]([C:32]4[CH:37]=[CH:36][CH:35]=[CH:34][C:33]=4[O:38][CH3:39])[C:22](=[O:40])[C:21]4[C:26](=[CH:27][CH:28]=[CH:29][C:20]=4[Cl:19])[N:25]=3)[C:4]=2[N:5]=[CH:6][N:7]=1. The catalyst class is: 3. (2) Reactant: [O:1]1[CH2:5][CH2:4][O:3][CH:2]1[CH2:6][N:7]1[C:16](=[O:17])[CH:15]=[CH:14][C:13]2[N:12]=[CH:11][C:10]([NH:18][C:19](=[O:25])[O:20][C:21]([CH3:24])([CH3:23])[CH3:22])=[CH:9][C:8]1=2.[H-].[Na+].CI.[C:30](OCC)(=O)C. Product: [O:3]1[CH2:4][CH2:5][O:1][CH:2]1[CH2:6][N:7]1[C:16](=[O:17])[CH:15]=[CH:14][C:13]2[N:12]=[CH:11][C:10]([N:18]([CH3:30])[C:19](=[O:25])[O:20][C:21]([CH3:22])([CH3:24])[CH3:23])=[CH:9][C:8]1=2. The catalyst class is: 35. (3) Reactant: [CH3:1][C:2]1([CH3:17])[CH2:6][O:5][C:4]([C:7]2[CH:16]=[CH:15][C:10]([C:11]([O:13]C)=[O:12])=[CH:9][CH:8]=2)=[N:3]1.CO.[Li+].[OH-]. The catalyst class is: 1. Product: [CH3:1][C:2]1([CH3:17])[CH2:6][O:5][C:4]([C:7]2[CH:16]=[CH:15][C:10]([C:11]([OH:13])=[O:12])=[CH:9][CH:8]=2)=[N:3]1.